From a dataset of Full USPTO retrosynthesis dataset with 1.9M reactions from patents (1976-2016). Predict the reactants needed to synthesize the given product. (1) Given the product [CH3:33][C:34]1[C:38]([C:2]2[CH:11]=[CH:10][C:5]([C:6]([O:8][CH3:9])=[O:7])=[CH:4][C:3]=2[CH3:12])=[C:37]([CH3:48])[O:36][N:35]=1, predict the reactants needed to synthesize it. The reactants are: Br[C:2]1[CH:11]=[CH:10][C:5]([C:6]([O:8][CH3:9])=[O:7])=[CH:4][C:3]=1[CH3:12].COC1C=C(OC)C=CC=1C1C=CC(C(O)=O)=CC=1C.[CH3:33][C:34]1[C:38](B2OC(C)(C)C(C)(C)O2)=[C:37]([CH3:48])[O:36][N:35]=1.C(=O)([O-])[O-].[K+].[K+]. (2) Given the product [Si:1]([O:8][C:9]1[CH:18]=[CH:17][C:12]2[O:13][CH2:14][CH2:15][N:16]([C:20]3[CH:21]=[N:22][C:23]([O:28][CH3:29])=[C:24]([CH:27]=3)[C:25]#[N:26])[C:11]=2[CH:10]=1)([C:4]([CH3:7])([CH3:5])[CH3:6])([CH3:3])[CH3:2], predict the reactants needed to synthesize it. The reactants are: [Si:1]([O:8][C:9]1[CH:18]=[CH:17][C:12]2[O:13][CH2:14][CH2:15][NH:16][C:11]=2[CH:10]=1)([C:4]([CH3:7])([CH3:6])[CH3:5])([CH3:3])[CH3:2].Br[C:20]1[CH:21]=[N:22][C:23]([O:28][CH3:29])=[C:24]([CH:27]=1)[C:25]#[N:26].CC([O-])(C)C.[Na+].C1(P(C2CCCCC2)C2C=CC=CC=2C2C(C(C)C)=CC(C(C)C)=CC=2C(C)C)CCCCC1. (3) Given the product [F:1][C:2]([C:5]1[N:6]=[C:7]([CH2:10][N:11]2[N:15]=[C:14]([NH:16][C:23]([C:21]3[N:22]=[C:18]([CH3:17])[O:19][C:20]=3[C:26]3[CH:27]=[C:28]([CH3:32])[CH:29]=[CH:30][CH:31]=3)=[O:24])[CH:13]=[N:12]2)[O:8][CH:9]=1)([F:4])[CH3:3], predict the reactants needed to synthesize it. The reactants are: [F:1][C:2]([C:5]1[N:6]=[C:7]([CH2:10][N:11]2[N:15]=[C:14]([NH2:16])[CH:13]=[N:12]2)[O:8][CH:9]=1)([F:4])[CH3:3].[CH3:17][C:18]1[O:19][C:20]([C:26]2[CH:27]=[C:28]([CH3:32])[CH:29]=[CH:30][CH:31]=2)=[C:21]([C:23](O)=[O:24])[N:22]=1. (4) Given the product [F:8][C:6]1[CH:5]=[C:4]([C@@:9]2([CH3:24])[N:18]([CH2:19][C:20]([NH:25][C:26]3[CH:27]=[C:28]4[C:41](=[CH:42][CH:43]=3)[CH2:40][C@:30]3([C:38]5[C:33](=[N:34][CH:35]=[CH:36][CH:37]=5)[NH:32][C:31]3=[O:39])[CH2:29]4)=[O:22])[C:17](=[O:23])[C:12]3([CH2:16][CH2:15][CH2:14][CH2:13]3)[NH:11][CH2:10]2)[CH:3]=[C:2]([F:1])[CH:7]=1, predict the reactants needed to synthesize it. The reactants are: [F:1][C:2]1[CH:3]=[C:4]([C@@:9]2([CH3:24])[N:18]([CH2:19][C:20]([OH:22])=O)[C:17](=[O:23])[C:12]3([CH2:16][CH2:15][CH2:14][CH2:13]3)[NH:11][CH2:10]2)[CH:5]=[C:6]([F:8])[CH:7]=1.[NH2:25][C:26]1[CH:27]=[C:28]2[C:41](=[CH:42][CH:43]=1)[CH2:40][C@:30]1([C:38]3[C:33](=[N:34][CH:35]=[CH:36][CH:37]=3)[NH:32][C:31]1=[O:39])[CH2:29]2.CN(C(ON1N=NC2C=CC=NC1=2)=[N+](C)C)C.F[P-](F)(F)(F)(F)F.CN1CCOCC1. (5) Given the product [Cl:23][CH2:19][CH2:18][CH2:17][CH2:16][CH2:15][NH:14][C:13]1[C:12]2[C:7](=[CH:8][CH:9]=[CH:10][CH:11]=2)[N:6]=[CH:5][C:4]=1[N+:1]([O-:3])=[O:2], predict the reactants needed to synthesize it. The reactants are: [N+:1]([C:4]1[CH:5]=[N:6][C:7]2[C:12]([C:13]=1[NH:14][CH2:15][CH2:16][CH2:17][CH2:18][CH2:19]O)=[CH:11][CH:10]=[CH:9][CH:8]=2)([O-:3])=[O:2].S(Cl)([Cl:23])=O. (6) Given the product [F:27][CH:2]([F:1])[O:3][C:4]1[CH:9]=[CH:8][C:7]([C:10]2[O:11][CH:12]=[C:13]([CH2:15][CH2:16][C:17]([C:19]3[C:24]([CH3:25])=[CH:23][CH:22]=[CH:21][N:20]=3)=[O:18])[N:14]=2)=[CH:6][C:5]=1[O:26][CH2:28][CH3:29], predict the reactants needed to synthesize it. The reactants are: [F:1][CH:2]([F:27])[O:3][C:4]1[CH:9]=[CH:8][C:7]([C:10]2[O:11][CH:12]=[C:13]([CH2:15][CH2:16][C:17]([C:19]3[C:24]([CH3:25])=[CH:23][CH:22]=[CH:21][N:20]=3)=[O:18])[N:14]=2)=[CH:6][C:5]=1[OH:26].[CH2:28](I)[CH3:29]. (7) Given the product [CH3:1][C:2]1[CH:7]=[CH:6][C:5]([NH:8][C:26]([NH:40][C:34]2[CH:39]=[CH:38][CH:37]=[CH:36][CH:35]=2)=[O:31])=[CH:4][C:3]=1[N+:9]([O-:11])=[O:10], predict the reactants needed to synthesize it. The reactants are: [CH3:1][C:2]1[CH:7]=[CH:6][C:5]([NH2:8])=[CH:4][C:3]=1[N+:9]([O-:11])=[O:10].CCN(C(C)C)C(C)C.ClC(Cl)(Cl)C(O[C:26](=[O:31])C(Cl)(Cl)Cl)=O.[C:34]1([NH2:40])[CH:39]=[CH:38][CH:37]=[CH:36][CH:35]=1. (8) Given the product [CH2:9]=[CH:8][C:7]([NH:1][C:2]([CH2:5][OH:6])([CH3:4])[CH3:3])=[O:10], predict the reactants needed to synthesize it. The reactants are: [NH2:1][C:2]([CH2:5][OH:6])([CH3:4])[CH3:3].[C:7](Cl)(=[O:10])[CH:8]=[CH2:9]. (9) Given the product [CH3:13][N:14]([CH3:15])[C:2]1[CH:3]=[C:4]([CH:7]=[CH:8][C:9]=1[N+:10]([O-:12])=[O:11])[C:5]#[N:6], predict the reactants needed to synthesize it. The reactants are: F[C:2]1[CH:3]=[C:4]([CH:7]=[CH:8][C:9]=1[N+:10]([O-:12])=[O:11])[C:5]#[N:6].[CH3:13][NH:14][CH3:15]. (10) Given the product [Cl:30][C:29]1[CH:28]=[CH:27][C:26]([C:2]2[N:6]([CH3:7])[CH:5]=[N:4][C:3]=2[C:8]2[CH:13]=[C:12]([C:14]#[N:15])[CH:11]=[CH:10][N:9]=2)=[CH:25][C:24]=1[O:23][CH2:16][C:17]1[CH:18]=[CH:19][CH:20]=[CH:21][CH:22]=1, predict the reactants needed to synthesize it. The reactants are: Br[C:2]1[N:6]([CH3:7])[CH:5]=[N:4][C:3]=1[C:8]1[CH:13]=[C:12]([C:14]#[N:15])[CH:11]=[CH:10][N:9]=1.[CH2:16]([O:23][C:24]1[CH:25]=[C:26](B(O)O)[CH:27]=[CH:28][C:29]=1[Cl:30])[C:17]1[CH:22]=[CH:21][CH:20]=[CH:19][CH:18]=1.